Predict the reaction yield, written as a fraction of the theoretical maximum amount of product (1.0 means a 100% yield; for example, 0.34 means a 34% yield). From a dataset of Reaction yield outcomes from USPTO patents with 853,638 reactions. The reactants are CC1C=CC(S(O[CH2:12][CH:13]([OH:16])[CH2:14][F:15])(=O)=O)=CC=1.[N:17]1([C:23]([O:25][CH2:26][C:27]2[CH:32]=[CH:31][CH:30]=[CH:29][CH:28]=2)=[O:24])[CH2:22][CH2:21][NH:20][CH2:19][CH2:18]1. The catalyst is CO. The product is [F:15][CH2:14][CH:13]([OH:16])[CH2:12][N:20]1[CH2:21][CH2:22][N:17]([C:23]([O:25][CH2:26][C:27]2[CH:32]=[CH:31][CH:30]=[CH:29][CH:28]=2)=[O:24])[CH2:18][CH2:19]1. The yield is 0.187.